This data is from Forward reaction prediction with 1.9M reactions from USPTO patents (1976-2016). The task is: Predict the product of the given reaction. (1) Given the reactants [Cl:1][C:2]1[CH:32]=[CH:31][C:5]([CH2:6][N:7]2[C:15]3[C:10](=[CH:11][C:12](/[CH:16]=[C:17]4/[C:18](=[O:30])[N:19]([C@@H:23]5[CH2:28][CH2:27][NH:26][CH2:25][C@H:24]5[F:29])[C:20](=[O:22])[S:21]/4)=[CH:13][CH:14]=3)[CH:9]=[N:8]2)=[C:4]([C:33]([F:36])([F:35])[F:34])[CH:3]=1.Br[CH2:38][CH2:39][OH:40], predict the reaction product. The product is: [Cl:1][C:2]1[CH:32]=[CH:31][C:5]([CH2:6][N:7]2[C:15]3[C:10](=[CH:11][C:12](/[CH:16]=[C:17]4/[C:18](=[O:30])[N:19]([C@@H:23]5[CH2:28][CH2:27][N:26]([CH2:38][CH2:39][OH:40])[CH2:25][C@H:24]5[F:29])[C:20](=[O:22])[S:21]/4)=[CH:13][CH:14]=3)[CH:9]=[N:8]2)=[C:4]([C:33]([F:36])([F:35])[F:34])[CH:3]=1. (2) Given the reactants C([N:3](CC)CC)C.Cl[C:9]1[C:14]([NH2:15])=[C:13]([NH:16][CH2:17][CH2:18][O:19][C:20]2[CH:25]=[CH:24][CH:23]=[CH:22][CH:21]=2)[C:12]([CH3:26])=[C:11]([CH3:27])[N:10]=1.[C:28](Cl)(=O)[CH2:29][CH2:30][CH2:31][CH3:32], predict the reaction product. The product is: [CH2:31]([C:32]1[N:16]([CH2:17][CH2:18][O:19][C:20]2[CH:25]=[CH:24][CH:23]=[CH:22][CH:21]=2)[C:13]2[C:12]([CH3:26])=[C:11]([CH3:27])[N:10]=[C:9]([NH2:3])[C:14]=2[N:15]=1)[CH2:30][CH2:29][CH3:28]. (3) Given the reactants [C:1]([O:5][C:6]([NH:8][CH2:9][C:10]1[C:11]([C:25]2[CH:30]=[CH:29][C:28]([CH3:31])=[CH:27][CH:26]=2)=[C:12]([CH2:21][C:22](O)=[O:23])[C:13]([CH3:20])=[N:14][C:15]=1[CH2:16][CH:17]([CH3:19])[CH3:18])=[O:7])([CH3:4])([CH3:3])[CH3:2].[S:32]1[CH:36]=[CH:35][CH:34]=[C:33]1[CH2:37][NH2:38].C(P(=O)(OCC)OCC)#N, predict the reaction product. The product is: [CH2:16]([C:15]1[C:10]([CH2:9][NH:8][C:6](=[O:7])[O:5][C:1]([CH3:2])([CH3:3])[CH3:4])=[C:11]([C:25]2[CH:30]=[CH:29][C:28]([CH3:31])=[CH:27][CH:26]=2)[C:12]([CH2:21][C:22](=[O:23])[NH:38][CH2:37][C:33]2[S:32][CH:36]=[CH:35][CH:34]=2)=[C:13]([CH3:20])[N:14]=1)[CH:17]([CH3:18])[CH3:19]. (4) Given the reactants Cl[C:2]1[CH:7]=[CH:6][C:5]([N+:8]([O-:10])=[O:9])=[CH:4][C:3]=1[N+:11]([O-:13])=[O:12].[NH2:14][CH2:15][C:16]1[N:20]([CH2:21][C:22]([NH:24][CH2:25][CH2:26][CH2:27][CH2:28][C@@H:29]([NH:37][C:38](=[O:57])[NH:39][C@H:40]([CH2:48][CH2:49][C:50]([O:52][C:53]([CH3:56])([CH3:55])[CH3:54])=[O:51])[C:41]([O:43][C:44]([CH3:47])([CH3:46])[CH3:45])=[O:42])[C:30]([O:32][C:33]([CH3:36])([CH3:35])[CH3:34])=[O:31])=[O:23])[N:19]=[N:18][C:17]=1[I:58], predict the reaction product. The product is: [C:33]([O:32][C:30](=[O:31])[CH:29]([NH:37][C:38](=[O:57])[NH:39][CH:40]([CH2:48][CH2:49][C:50]([O:52][C:53]([CH3:56])([CH3:55])[CH3:54])=[O:51])[C:41]([O:43][C:44]([CH3:47])([CH3:46])[CH3:45])=[O:42])[CH2:28][CH2:27][CH2:26][CH2:25][NH:24][C:22](=[O:23])[CH2:21][N:20]1[C:16]([CH2:15][NH:14][C:2]2[CH:7]=[CH:6][C:5]([N+:8]([O-:10])=[O:9])=[CH:4][C:3]=2[N+:11]([O-:13])=[O:12])=[C:17]([I:58])[N:18]=[N:19]1)([CH3:34])([CH3:35])[CH3:36]. (5) Given the reactants Cl[C:2]1[CH:7]=[CH:6][C:5]([CH3:8])=[C:4]([O:9][CH3:10])C=1.C1C(=O)N([Br:18])C(=O)C1.[CH:19]([Cl:22])(Cl)Cl, predict the reaction product. The product is: [Br:18][CH2:8][C:5]1[CH:6]=[CH:7][CH:2]=[C:19]([Cl:22])[C:4]=1[O:9][CH3:10].